This data is from Forward reaction prediction with 1.9M reactions from USPTO patents (1976-2016). The task is: Predict the product of the given reaction. (1) Given the reactants [CH3:1][C:2]([CH2:10][CH2:11][CH:12]=[C:13]([CH3:25])[CH2:14][CH2:15][CH:16]=[C:17]([CH3:24])[CH2:18][CH2:19][CH:20]=[C:21]([CH3:23])[CH3:22])=[CH:3][CH2:4][CH2:5][C:6](OC)=[O:7].CC/C(/C)=C/CC/C(/C)=C/CC/C(/C)=C/CC/C(/C)=C/CCC(O)=O.CC(CCC=C(C)CCC=C(C)CCC=C(C)C)=CCCC(OC)=O.C(CC(OC)=O)C=C(CCC=C(CCC=C(C)C)C)C, predict the reaction product. The product is: [CH3:1][C:2]([CH2:10][CH2:11][CH:12]=[C:13]([CH3:25])[CH2:14][CH2:15][CH:16]=[C:17]([CH3:24])[CH2:18][CH2:19][CH:20]=[C:21]([CH3:23])[CH3:22])=[CH:3][CH2:4][CH2:5][CH2:6][OH:7]. (2) Given the reactants C([O:4][C@H:5]1[C@H:9]([O:10]C(=O)C)[C@@H:8]([CH2:14][O:15]C(=O)C)[O:7][C@H:6]1[N:19]1[CH:24]=[C:23]([Sn:25]([CH3:28])([CH3:27])[CH3:26])[C:22](=[O:29])[NH:21][C:20]1=[O:30])(=O)C.C[O-].[Na+].CO, predict the reaction product. The product is: [C@@H:6]1([N:19]2[CH:24]=[C:23]([Sn:25]([CH3:26])([CH3:28])[CH3:27])[C:22](=[O:29])[NH:21][C:20]2=[O:30])[O:7][C@H:8]([CH2:14][OH:15])[C@@H:9]([OH:10])[C@@H:5]1[OH:4]. (3) The product is: [ClH:37].[F:1][C:2]1[CH:7]=[C:6]([O:8][C:9]2[CH:14]=[CH:13][N:12]=[C:11]([C:15]3[CH:16]=[N:17][N:18]([CH3:20])[CH:19]=3)[CH:10]=2)[C:5]([F:21])=[CH:4][C:3]=1[NH:22][C:23]([C:25]1([C:28]([NH:30][C:31]2[CH:32]=[CH:33][CH:34]=[CH:35][CH:36]=2)=[O:29])[CH2:27][CH2:26]1)=[O:24]. Given the reactants [F:1][C:2]1[CH:7]=[C:6]([O:8][C:9]2[CH:14]=[CH:13][N:12]=[C:11]([C:15]3[CH:16]=[N:17][N:18]([CH3:20])[CH:19]=3)[CH:10]=2)[C:5]([F:21])=[CH:4][C:3]=1[NH:22][C:23]([C:25]1([C:28]([NH:30][C:31]2[CH:36]=[CH:35][CH:34]=[CH:33][CH:32]=2)=[O:29])[CH2:27][CH2:26]1)=[O:24].[ClH:37].O1CCOCC1, predict the reaction product. (4) Given the reactants C([Li])CCC.Br[C:7]1[CH:12]=[CH:11][CH:10]=[CH:9][C:8]=1[CH2:13][O:14][C:15]1[CH:20]=[CH:19][CH:18]=[CH:17][CH:16]=1.[B:21](OC)([O:24]C)[O:22]C.[Cl-].[NH4+], predict the reaction product. The product is: [O:14]([CH2:13][C:8]1[CH:9]=[CH:10][CH:11]=[CH:12][C:7]=1[B:21]([OH:24])[OH:22])[C:15]1[CH:20]=[CH:19][CH:18]=[CH:17][CH:16]=1. (5) Given the reactants [CH2:1]([O:3][C:4]([C:6]1([C:9]2[CH:14]=[CH:13][C:12]([C:15]3[CH:20]=[CH:19][C:18]([C:21]4[O:25][N:24]=[C:23]([CH3:26])[C:22]=4[NH2:27])=[CH:17][CH:16]=3)=[CH:11][CH:10]=2)[CH2:8][CH2:7]1)=[O:5])[CH3:2].Br[C:29]1[CH:30]=[C:31]([C:35]2[CH:40]=[CH:39][CH:38]=[CH:37][CH:36]=2)[CH:32]=[CH:33][CH:34]=1, predict the reaction product. The product is: [CH2:1]([O:3][C:4]([C:6]1([C:9]2[CH:10]=[CH:11][C:12]([C:15]3[CH:20]=[CH:19][C:18]([C:21]4[O:25][N:24]=[C:23]([CH3:26])[C:22]=4[NH:27][C:37]4[CH:36]=[C:35]([C:31]5[CH:32]=[CH:33][CH:34]=[CH:29][CH:30]=5)[CH:40]=[CH:39][CH:38]=4)=[CH:17][CH:16]=3)=[CH:13][CH:14]=2)[CH2:8][CH2:7]1)=[O:5])[CH3:2]. (6) The product is: [F:1][C:2]1[CH:3]=[C:4]([C:16]2[C:21]([NH2:22])=[C:20]([NH2:23])[CH:19]=[N:18][CH:17]=2)[CH:5]=[C:6]([CH2:8][N:9]2[CH2:10][CH2:11][N:12]([CH3:15])[CH2:13][CH2:14]2)[CH:7]=1. Given the reactants [F:1][C:2]1[CH:3]=[C:4]([C:16]2[CH:17]=[N:18][CH:19]=[C:20]([N+:23]([O-])=O)[C:21]=2[NH2:22])[CH:5]=[C:6]([CH2:8][N:9]2[CH2:14][CH2:13][N:12]([CH3:15])[CH2:11][CH2:10]2)[CH:7]=1, predict the reaction product. (7) Given the reactants [CH3:1][C:2]1[CH:3]=[C:4]([CH:6]=[CH:7][C:8]=1[O:9][C:10]1[CH:11]=[N:12][C:13]([CH3:16])=[CH:14][CH:15]=1)[NH2:5].Cl.O1CCOCC1.Cl[C:25]1[C:34]2[C:29](=[CH:30][CH:31]=[CH:32][C:33]=2[F:35])[N:28]=[CH:27][N:26]=1, predict the reaction product. The product is: [F:35][C:33]1[CH:32]=[CH:31][CH:30]=[C:29]2[C:34]=1[C:25]([NH:5][C:4]1[CH:6]=[CH:7][C:8]([O:9][C:10]3[CH:11]=[N:12][C:13]([CH3:16])=[CH:14][CH:15]=3)=[C:2]([CH3:1])[CH:3]=1)=[N:26][CH:27]=[N:28]2.